Dataset: Forward reaction prediction with 1.9M reactions from USPTO patents (1976-2016). Task: Predict the product of the given reaction. (1) Given the reactants [CH3:1][N:2]1[CH2:6][CH2:5][NH:4][C:3]1=[O:7].Br[C:9]1[CH:10]=[CH:11][C:12]([C:15]([N:17]2[CH2:22][CH2:21][N:20]([C:23]3[CH:28]=[CH:27][C:26]([CH3:29])=[CH:25][C:24]=3[CH3:30])[CH2:19][CH2:18]2)=[O:16])=[N:13][CH:14]=1, predict the reaction product. The product is: [CH3:30][C:24]1[CH:25]=[C:26]([CH3:29])[CH:27]=[CH:28][C:23]=1[N:20]1[CH2:21][CH2:22][N:17]([C:15]([C:12]2[N:13]=[CH:14][C:9]([N:4]3[CH2:5][CH2:6][N:2]([CH3:1])[C:3]3=[O:7])=[CH:10][CH:11]=2)=[O:16])[CH2:18][CH2:19]1. (2) Given the reactants [O:1]1[C:6]2[CH:7]=[CH:8][C:9]([C:11]3[C:16](F)=[CH:15][CH:14]=[C:13]([C:18]([F:21])([F:20])[F:19])[C:12]=3[C:22](=[O:27])[C:23]([O:25][CH3:26])=[O:24])=[CH:10][C:5]=2[CH2:4][CH2:3][CH2:2]1.[Br:28][C:29]1[CH:30]=[N:31][NH:32][CH:33]=1.[H-].[Na+].Cl.C[Si](C=[N+]=[N-])(C)C.C(OCC)C, predict the reaction product. The product is: [Br:28][C:29]1[CH:30]=[N:31][N:32]([C:16]2[C:11]([C:9]3[CH:8]=[CH:7][C:6]4[O:1][CH2:2][CH2:3][CH2:4][C:5]=4[CH:10]=3)=[C:12]([C:22](=[O:27])[C:23]([O:25][CH3:26])=[O:24])[C:13]([C:18]([F:19])([F:21])[F:20])=[CH:14][CH:15]=2)[CH:33]=1. (3) Given the reactants [NH2:1][C:2]1[C:3]([CH3:8])=[CH:4][CH:5]=[CH:6][CH:7]=1.[Cl:9][C:10]1[CH:15]=[CH:14][C:13]([N+:16]([O-:18])=[O:17])=[C:12]([N+]([O-])=O)[CH:11]=1, predict the reaction product. The product is: [Cl:9][C:10]1[CH:11]=[CH:12][C:13]([N+:16]([O-:18])=[O:17])=[C:14]([NH:1][C:2]2[CH:7]=[CH:6][CH:5]=[CH:4][C:3]=2[CH3:8])[CH:15]=1. (4) Given the reactants [C:1]([O:5][C:6]([NH:8][C:9]1[CH:17]=[CH:16][CH:15]=[C:14]2[C:10]=1[CH:11]=[CH:12][N:13]2[C:18]([C:29]1[CH:34]=[CH:33][C:32]([Cl:35])=[CH:31][CH:30]=1)([CH:27]=O)[CH2:19][C:20]([O:22][C:23]([CH3:26])([CH3:25])[CH3:24])=[O:21])=[O:7])([CH3:4])([CH3:3])[CH3:2].[C:36]([O-])([O-])=O.[K+].[K+].[N+](=C(P(=O)(OC)OC)C(=O)C)=[N-], predict the reaction product. The product is: [C:1]([O:5][C:6]([NH:8][C:9]1[CH:17]=[CH:16][CH:15]=[C:14]2[C:10]=1[CH:11]=[CH:12][N:13]2[C:18]([C:29]1[CH:30]=[CH:31][C:32]([Cl:35])=[CH:33][CH:34]=1)([C:27]#[CH:36])[CH2:19][C:20]([O:22][C:23]([CH3:26])([CH3:25])[CH3:24])=[O:21])=[O:7])([CH3:3])([CH3:2])[CH3:4].